Task: Predict the product of the given reaction.. Dataset: Forward reaction prediction with 1.9M reactions from USPTO patents (1976-2016) (1) Given the reactants [Br:1][C:2]1[CH:3]=[N:4][CH:5]=[C:6]([CH2:8]Cl)[CH:7]=1.[C-:10]#[N:11].[K+], predict the reaction product. The product is: [Br:1][C:2]1[CH:7]=[C:6]([CH2:8][C:10]#[N:11])[CH:5]=[N:4][CH:3]=1. (2) Given the reactants Cl[CH2:2][CH:3]=O.[NH2:5][CH2:6][CH2:7][NH:8][CH2:9][CH2:10][NH:11][CH2:12][CH2:13][NH2:14], predict the reaction product. The product is: [NH:8]1[CH:9]2[CH2:10][N:11]([CH2:12][CH2:13][NH2:14])[CH2:2][CH2:3][N:5]2[CH2:6][CH2:7]1. (3) Given the reactants [NH2:1][CH2:2][CH2:3][CH2:4][CH2:5][N:6]([CH2:22][C:23]1[CH:28]=[CH:27][C:26]([CH2:29][NH:30][CH2:31][C:32]2[CH:37]=[CH:36][CH:35]=[CH:34][CH:33]=2)=[CH:25][CH:24]=1)[C:7]([NH:9][C@H:10]([C:12]1[C:21]2[C:16](=[CH:17][CH:18]=[CH:19][CH:20]=2)[CH:15]=[CH:14][CH:13]=1)[CH3:11])=[O:8].C(N(CC)CC)C.[C:45]([O:49][C:50](O[C:50]([O:49][C:45]([CH3:48])([CH3:47])[CH3:46])=[O:51])=[O:51])([CH3:48])([CH3:47])[CH3:46], predict the reaction product. The product is: [NH2:1][CH2:2][CH2:3][CH2:4][CH2:5][N:6]([CH2:22][C:23]1[CH:24]=[CH:25][C:26]([CH2:29][N:30]([CH2:31][C:32]2[CH:33]=[CH:34][CH:35]=[CH:36][CH:37]=2)[C:50](=[O:51])[O:49][C:45]([CH3:48])([CH3:47])[CH3:46])=[CH:27][CH:28]=1)[C:7]([NH:9][C@H:10]([C:12]1[C:21]2[C:16](=[CH:17][CH:18]=[CH:19][CH:20]=2)[CH:15]=[CH:14][CH:13]=1)[CH3:11])=[O:8]. (4) Given the reactants [F:1][C:2]1[C:9]([O:10][CH3:11])=[C:8]([CH2:12][CH2:13][OH:14])[CH:7]=[CH:6][C:3]=1[C:4]#[N:5].CC(OI1(OC(C)=O)(OC(C)=O)OC(=O)C2C=CC=CC1=2)=O, predict the reaction product. The product is: [F:1][C:2]1[C:9]([O:10][CH3:11])=[C:8]([CH2:12][CH:13]=[O:14])[CH:7]=[CH:6][C:3]=1[C:4]#[N:5]. (5) Given the reactants [CH2:1]([N:8]1[CH:12]=[C:11](B2OC(C)(C)C(C)(C)O2)[CH:10]=[N:9]1)[C:2]1[CH:7]=[CH:6][CH:5]=[CH:4][CH:3]=1.[OH-:22].[Na+].Cl, predict the reaction product. The product is: [CH2:1]([N:8]1[CH:12]=[C:11]([OH:22])[CH:10]=[N:9]1)[C:2]1[CH:7]=[CH:6][CH:5]=[CH:4][CH:3]=1.